Dataset: Catalyst prediction with 721,799 reactions and 888 catalyst types from USPTO. Task: Predict which catalyst facilitates the given reaction. Reactant: [Cl:1][C:2]1[CH:3]=[C:4]([OH:13])[CH:5]=[C:6]([CH3:12])[C:7]=1[O:8][CH2:9][O:10][CH3:11].C(=O)([O-])[O-].[K+].[K+].[Cl:20][C:21]([Cl:25])=[CH:22][CH2:23]Cl. Product: [Cl:1][C:2]1[CH:3]=[C:4]([O:13][CH2:23][CH:22]=[C:21]([Cl:25])[Cl:20])[CH:5]=[C:6]([CH3:12])[C:7]=1[O:8][CH2:9][O:10][CH3:11]. The catalyst class is: 9.